Dataset: Full USPTO retrosynthesis dataset with 1.9M reactions from patents (1976-2016). Task: Predict the reactants needed to synthesize the given product. (1) Given the product [F:1][C:2]1[C:11]([N:12]2[CH2:17][CH2:16][CH:39]([OH:48])[CH2:14][CH2:13]2)=[CH:10][C:9]2[NH:8][CH:7]=[C:6]3[C:18](=[O:27])[N:19]([C:21]4[CH:26]=[CH:25][CH:24]=[CH:23][CH:22]=4)[N:20]=[C:5]3[C:4]=2[CH:3]=1, predict the reactants needed to synthesize it. The reactants are: [F:1][C:2]1[C:11]([N:12]2[CH2:17][CH2:16]N[CH2:14][CH2:13]2)=[CH:10][C:9]2[NH:8][CH:7]=[C:6]3[C:18](=[O:27])[N:19]([C:21]4[CH:26]=[CH:25][CH:24]=[CH:23][CH:22]=4)[N:20]=[C:5]3[C:4]=2[CH:3]=1.FC1C(F)=CC2C3C([C:39](=[O:48])N(C4C=CC=CC=4)N=3)=CNC=2C=1.OC1CCNCC1. (2) The reactants are: C([O-])(=O)C.[O:5]=[C:6]1[C@H:9]([NH3+:10])[CH2:8][NH:7]1.CCN(CC)CC.[CH2:18]([O:25][C:26]1[CH:34]=[CH:33][C:29]([C:30](Cl)=[O:31])=[CH:28][CH:27]=1)[C:19]1[CH:24]=[CH:23][CH:22]=[CH:21][CH:20]=1. Given the product [CH2:18]([O:25][C:26]1[CH:27]=[CH:28][C:29]([C:30]([NH:10][C@@H:9]2[CH2:8][NH:7][C:6]2=[O:5])=[O:31])=[CH:33][CH:34]=1)[C:19]1[CH:20]=[CH:21][CH:22]=[CH:23][CH:24]=1, predict the reactants needed to synthesize it. (3) The reactants are: [CH:1]([C:4]1[CH:12]=[CH:11][C:7]([CH2:8]CN)=[CH:6][CH:5]=1)([CH3:3])[CH3:2].[CH3:13][NH:14]CC1C=CC2C(=CC=CC=2)C=1CCC.Cl.[O:30]=[C:31]1[NH:40][C:39]2[N:38]=[CH:37][C:36](/[CH:41]=[CH:42]/[C:43]([OH:45])=O)=[CH:35][C:34]=2[CH2:33][CH2:32]1.Cl.CN1CC2C=C(/C=C/C(O)=O)C=NC=2NC(=O)C1. Given the product [CH:1]([C:4]1[CH:5]=[CH:6][C:7]([CH2:8][N:14]([CH3:13])[C:43](=[O:45])/[CH:42]=[CH:41]/[C:36]2[CH:37]=[N:38][C:39]3[NH:40][C:31](=[O:30])[CH2:32][CH2:33][C:34]=3[CH:35]=2)=[CH:11][CH:12]=1)([CH3:2])[CH3:3], predict the reactants needed to synthesize it. (4) Given the product [F:1][C:2]([F:19])([F:18])[O:3][C:4]1[CH:17]=[C:16]2[C:7]([CH2:8][CH2:9][NH:10][C:11]2=[O:12])=[CH:6][CH:5]=1, predict the reactants needed to synthesize it. The reactants are: [F:1][C:2]([F:19])([F:18])[O:3][C:4]1[CH:17]=[CH:16][C:7]([CH2:8][CH2:9][NH:10][C:11](=O)[O:12]CC)=[CH:6][CH:5]=1.O=P12OP3(OP(OP(O3)(O1)=O)(=O)O2)=O. (5) Given the product [I:8][C:5]1[CH:6]=[CH:7][C:2]2[N:3]([CH:10]=[CH:11][N:1]=2)[CH:4]=1, predict the reactants needed to synthesize it. The reactants are: [NH2:1][C:2]1[CH:7]=[CH:6][C:5]([I:8])=[CH:4][N:3]=1.Cl[CH2:10][CH:11]=O. (6) Given the product [Br:10][C:7]1[CH:8]=[CH:9][C:4]([C:20]([OH:19])([CH3:21])[CH3:13])=[C:5]([CH3:11])[CH:6]=1, predict the reactants needed to synthesize it. The reactants are: COC(=O)[C:4]1[CH:9]=[CH:8][C:7]([Br:10])=[CH:6][C:5]=1[CH3:11].[CH3:13][Mg]Br.Cl.C([O:19][CH2:20][CH3:21])C. (7) Given the product [NH2:1][C@H:2]([C:9]([NH:11][C:12]1[CH:21]=[C:20]2[C:15]([C:16]([CH3:23])=[CH:17][C:18](=[O:22])[O:19]2)=[CH:14][CH:13]=1)=[O:10])[CH2:3][O:4][C:5]([CH3:6])([CH3:7])[CH3:8], predict the reactants needed to synthesize it. The reactants are: [NH:1](C(OCC1C2C(=CC=CC=2)C2C1=CC=CC=2)=O)[C@H:2]([C:9]([NH:11][C:12]1[CH:21]=[C:20]2[C:15]([C:16]([CH3:23])=[CH:17][C:18](=[O:22])[O:19]2)=[CH:14][CH:13]=1)=[O:10])[CH2:3][O:4][C:5]([CH3:8])([CH3:7])[CH3:6].C(S)CCCCCCC.C1CCN2C(=NCCC2)CC1. (8) Given the product [ClH:19].[Cl:19][C:16]1[CH:17]=[CH:18][C:11]2[CH2:10][CH2:9][NH:8][CH2:14][CH2:13][C:12]=2[C:15]=1[S:20][CH2:21][CH2:29][C:30]1[CH:35]=[CH:34][CH:33]=[CH:32][N:31]=1, predict the reactants needed to synthesize it. The reactants are: C(OC([N:8]1[CH2:14][CH2:13][C:12]2[C:15]([S:20][C:21](=O)N(C)C)=[C:16]([Cl:19])[CH:17]=[CH:18][C:11]=2[CH2:10][CH2:9]1)=O)(C)(C)C.Br.BrC[CH2:29][C:30]1[CH:35]=[CH:34][CH:33]=[CH:32][N:31]=1.